From a dataset of Reaction yield outcomes from USPTO patents with 853,638 reactions. Predict the reaction yield, written as a fraction of the theoretical maximum amount of product (1.0 means a 100% yield; for example, 0.34 means a 34% yield). (1) The reactants are [F:1][C:2]1[CH:7]=[CH:6][C:5]([NH:8][C:9]([NH:11][C:12]([NH:14][CH2:15][C:16]2[CH:21]=[CH:20][C:19]([C:22]3[N:26]=[CH:25][N:24]([C:27]4[CH:32]=[CH:31][C:30]([O:33][C:34]([F:37])([F:36])[F:35])=[CH:29][CH:28]=4)[N:23]=3)=[CH:18][CH:17]=2)=[O:13])=[S:10])=[C:4]([CH:38]([CH3:40])[CH3:39])[CH:3]=1.[C:41]([O-])(=[O:43])[CH3:42].[Na+].BrCC(OC)=O.C(#N)C. The catalyst is [Cl-].[Na+].O.ClCCl. The product is [F:1][C:2]1[CH:7]=[CH:6][C:5]([N:8]2[C:41](=[O:43])[CH2:42][S:10]/[C:9]/2=[N:11]\[C:12]([NH:14][CH2:15][C:16]2[CH:21]=[CH:20][C:19]([C:22]3[N:26]=[CH:25][N:24]([C:27]4[CH:32]=[CH:31][C:30]([O:33][C:34]([F:37])([F:35])[F:36])=[CH:29][CH:28]=4)[N:23]=3)=[CH:18][CH:17]=2)=[O:13])=[C:4]([CH:38]([CH3:40])[CH3:39])[CH:3]=1. The yield is 0.580. (2) The reactants are [N:1]1[CH:6]=[CH:5][C:4]([C:7]2[N:16]=[C:15]([C:17]([OH:19])=O)[C:14]3[C:9](=[CH:10][CH:11]=[CH:12][CH:13]=3)[N:8]=2)=[N:3][CH:2]=1.Cl.[OH:21][C:22]1[C:31]([O:32][CH3:33])=[CH:30][CH:29]=[C:28]2[C:23]=1[CH2:24][CH2:25][NH:26][CH2:27]2. No catalyst specified. The product is [N:1]1[CH:6]=[CH:5][C:4]([C:7]2[N:16]=[C:15]([C:17]([N:26]3[CH2:25][CH2:24][C:23]4[C:28](=[CH:29][CH:30]=[C:31]([O:32][CH3:33])[C:22]=4[OH:21])[CH2:27]3)=[O:19])[C:14]3[C:9](=[CH:10][CH:11]=[CH:12][CH:13]=3)[N:8]=2)=[N:3][CH:2]=1. The yield is 0.130. (3) The reactants are [CH3:1][O:2][C:3]1[CH:4]=[CH:5][C:6]2[N:11]=[CH:10][C:9](=[O:12])[N:8]([C:13]3[CH:14]=[C:15]4[C:20](=[CH:21][CH:22]=3)[CH:19]([CH2:23][NH:24]C(=O)OC(C)(C)C)[CH2:18][CH2:17][CH2:16]4)[C:7]=2[N:32]=1.C(Cl)(Cl)[Cl:34].Cl. The catalyst is CO.O1CCOCC1. The product is [ClH:34].[NH2:24][CH2:23][CH:19]1[CH2:18][CH2:17][CH2:16][C:15]2[CH:14]=[C:13]([N:8]3[C:9](=[O:12])[CH:10]=[N:11][C:6]4[CH:5]=[CH:4][C:3]([O:2][CH3:1])=[N:32][C:7]3=4)[CH:22]=[CH:21][C:20]1=2. The yield is 1.19. (4) The reactants are [F:1][C:2]([F:11])([F:10])[C:3]1[CH:8]=[CH:7][C:6]([OH:9])=[CH:5][CH:4]=1.C(=O)([O-])[O-].[K+].[K+].[CH2:18](Br)[CH:19]=[CH2:20]. The catalyst is CC#N. The product is [CH2:20]([O:9][C:6]1[CH:5]=[CH:4][C:3]([C:2]([F:10])([F:11])[F:1])=[CH:8][CH:7]=1)[CH:19]=[CH2:18]. The yield is 0.560. (5) The reactants are [C:1]([C:5]1[CH:10]=[C:9]([Br:11])[C:8]([N+:12]([O-:14])=[O:13])=[CH:7][C:6]=1[OH:15])([CH3:4])([CH3:3])[CH3:2].[C:16]([O-])([O-])=O.[Cs+].[Cs+].CI. The catalyst is CN(C=O)C.O. The product is [C:1]([C:5]1[CH:10]=[C:9]([Br:11])[C:8]([N+:12]([O-:14])=[O:13])=[CH:7][C:6]=1[O:15][CH3:16])([CH3:4])([CH3:2])[CH3:3]. The yield is 0.690. (6) The reactants are [F:1][C:2]1[CH:8]=[CH:7][C:5]([NH2:6])=[CH:4][C:3]=1[O:9][CH3:10].[F:11][C:12]([F:22])([F:21])[C:13]1[CH:14]=[C:15]([CH:18]=[CH:19][CH:20]=1)[CH:16]=O.O=[C:24]([CH2:28][CH3:29])[C:25]([OH:27])=[O:26]. The catalyst is C(O)C. The product is [F:1][C:2]1[CH:8]=[C:7]2[C:5](=[CH:4][C:3]=1[O:9][CH3:10])[N:6]=[C:16]([C:15]1[CH:18]=[CH:19][CH:20]=[C:13]([C:12]([F:22])([F:21])[F:11])[CH:14]=1)[C:28]([CH3:29])=[C:24]2[C:25]([OH:27])=[O:26]. The yield is 0.490. (7) The reactants are C([BH3-])#N.[Na+].[CH2:5]([O:12][CH2:13][N:14]1[C:22]2[C:21]([O:23][CH3:24])=[N:20][CH:19]=[N:18][C:17]=2[C:16]([CH:25]=O)=[CH:15]1)[C:6]1[CH:11]=[CH:10][CH:9]=[CH:8][CH:7]=1.[NH2:27][C:28]([CH2:33][OH:34])([CH2:31][OH:32])[CH2:29][OH:30]. The catalyst is CO. The product is [CH2:5]([O:12][CH2:13][N:14]1[C:22]2[C:21]([O:23][CH3:24])=[N:20][CH:19]=[N:18][C:17]=2[C:16]([CH2:25][NH:27][C:28]([CH2:33][OH:34])([CH2:31][OH:32])[CH2:29][OH:30])=[CH:15]1)[C:6]1[CH:7]=[CH:8][CH:9]=[CH:10][CH:11]=1. The yield is 0.355. (8) The reactants are [O:1]=[C:2]1[C:7]2[CH:8]=[CH:9][C:10]([C:12]([OH:14])=O)=[CH:11][C:6]=2[S:5][C:4]([C:15]2[CH:20]=[CH:19][CH:18]=[CH:17][N:16]=2)=[N:3]1.[CH:21]1([NH2:24])[CH2:23][CH2:22]1. The catalyst is O1CCCC1. The product is [CH:21]1([NH:24][C:12]([C:10]2[CH:9]=[CH:8][C:7]3[C:2](=[O:1])[N:3]=[C:4]([C:15]4[CH:20]=[CH:19][CH:18]=[CH:17][N:16]=4)[S:5][C:6]=3[CH:11]=2)=[O:14])[CH2:23][CH2:22]1. The yield is 0.0500. (9) The catalyst is O1CCOCC1. The yield is 0.290. The product is [Cl:19][C:20]1[C:25]([NH:26][S:27]([C:30]2[CH:35]=[CH:34][C:33]([F:36])=[CH:32][C:31]=2[F:37])(=[O:29])=[O:28])=[CH:24][C:23]([C:2]2[CH:3]=[CH:4][C:5]3[N:6]=[CH:7][N:8]=[C:9]([NH:12][CH:13]4[CH2:18][CH2:17][O:16][CH2:15][CH2:14]4)[C:10]=3[N:11]=2)=[CH:22][N:21]=1. The reactants are Cl[C:2]1[CH:3]=[CH:4][C:5]2[N:6]=[CH:7][N:8]=[C:9]([NH:12][CH:13]3[CH2:18][CH2:17][O:16][CH2:15][CH2:14]3)[C:10]=2[N:11]=1.[Cl:19][C:20]1[C:25]([NH:26][S:27]([C:30]2[CH:35]=[CH:34][C:33]([F:36])=[CH:32][C:31]=2[F:37])(=[O:29])=[O:28])=[CH:24][C:23](B2OC(C)(C)C(C)(C)O2)=[CH:22][N:21]=1.C(=O)(O)[O-].[Na+].